From a dataset of Forward reaction prediction with 1.9M reactions from USPTO patents (1976-2016). Predict the product of the given reaction. Given the reactants [CH3:1][C:2]1[C:3]([NH:12]C2C=CC=CC=2)=[CH:4][C:5]2[C:10]([CH:11]=1)=[CH:9][CH:8]=[CH:7][CH:6]=2.O.Cl.[NH3:21], predict the reaction product. The product is: [CH3:1][C:2]1[CH:11]=[C:10]2[C:5]([CH:6]=[CH:7][CH:8]=[CH:9]2)=[C:4]([C:4]2[C:3]([NH2:12])=[C:2]([CH3:1])[CH:11]=[C:10]3[C:5]=2[CH:6]=[CH:7][CH:8]=[CH:9]3)[C:3]=1[NH2:21].